Dataset: Full USPTO retrosynthesis dataset with 1.9M reactions from patents (1976-2016). Task: Predict the reactants needed to synthesize the given product. (1) Given the product [Cl:11][C:12]1[C:13]([OH:19])=[CH:14][C:15]([OH:16])=[C:17]([C:8](=[O:10])[CH2:7][C:1]2[CH:2]=[CH:3][CH:4]=[CH:5][CH:6]=2)[CH:18]=1, predict the reactants needed to synthesize it. The reactants are: [C:1]1([CH2:7][C:8]([OH:10])=O)[CH:6]=[CH:5][CH:4]=[CH:3][CH:2]=1.[Cl:11][C:12]1[CH:18]=[CH:17][C:15]([OH:16])=[CH:14][C:13]=1[OH:19]. (2) Given the product [CH3:24][S:21]([C:18]1[CH:19]=[CH:20][C:15]([CH2:14][N:1]2[C:9]3[C:4](=[CH:5][CH:6]=[CH:7][CH:8]=3)[C:3]([C:10]([O:12][CH3:25])=[O:11])=[N:2]2)=[CH:16][CH:17]=1)(=[O:23])=[O:22], predict the reactants needed to synthesize it. The reactants are: [NH:1]1[C:9]2[C:4](=[CH:5][CH:6]=[CH:7][CH:8]=2)[C:3]([C:10]([O-:12])=[O:11])=[N:2]1.Cl[CH2:14][C:15]1[CH:20]=[CH:19][C:18]([S:21]([CH3:24])(=[O:23])=[O:22])=[CH:17][CH:16]=1.[C:25](=O)([O-])[O-].[K+].[K+]. (3) Given the product [F:1][C:2]1[C:7]([F:8])=[CH:6][CH:5]=[CH:4][C:3]=1[CH3:11], predict the reactants needed to synthesize it. The reactants are: [F:1][C:2]1[CH:3]=[C:4](Br)[CH:5]=[CH:6][C:7]=1[F:8].[Mg].[CH3:11]I.[Cl-].[NH4+]. (4) The reactants are: Cl[CH2:2][CH2:3][O:4][C:5]1[C:13]2[C:8](=[N:9][CH:10]=[N:11][C:12]=2[NH:14][C:15]2[CH:20]=[CH:19][C:18]([O:21][C:22]3[CH:23]=[N:24][C:25]([CH3:28])=[CH:26][CH:27]=3)=[C:17]([Cl:29])[CH:16]=2)[NH:7][N:6]=1.[CH3:30][NH:31][CH2:32][CH2:33][OH:34]. Given the product [Cl:29][C:17]1[CH:16]=[C:15]([NH:14][C:12]2[N:11]=[CH:10][N:9]=[C:8]3[NH:7][N:6]=[C:5]([O:4][CH2:3][CH2:2][N:31]([CH3:30])[CH2:32][CH2:33][OH:34])[C:13]=23)[CH:20]=[CH:19][C:18]=1[O:21][C:22]1[CH:23]=[N:24][C:25]([CH3:28])=[CH:26][CH:27]=1, predict the reactants needed to synthesize it.